This data is from Peptide-MHC class I binding affinity with 185,985 pairs from IEDB/IMGT. The task is: Regression. Given a peptide amino acid sequence and an MHC pseudo amino acid sequence, predict their binding affinity value. This is MHC class I binding data. (1) The peptide sequence is GGKKKYKL. The MHC is HLA-A68:01 with pseudo-sequence HLA-A68:01. The binding affinity (normalized) is 0. (2) The peptide sequence is TGIAIIAYI. The MHC is HLA-A30:02 with pseudo-sequence HLA-A30:02. The binding affinity (normalized) is 0.0847. (3) The peptide sequence is RELYYRLKF. The MHC is HLA-B27:05 with pseudo-sequence HLA-B27:05. The binding affinity (normalized) is 0.0847. (4) The MHC is HLA-A24:03 with pseudo-sequence HLA-A24:03. The peptide sequence is WASGVPAAT. The binding affinity (normalized) is 0.0847. (5) The peptide sequence is LTGHMLDMY. The MHC is HLA-A30:02 with pseudo-sequence HLA-A30:02. The binding affinity (normalized) is 0.604. (6) The peptide sequence is RVACRDVEV. The MHC is HLA-B58:01 with pseudo-sequence HLA-B58:01. The binding affinity (normalized) is 0.213. (7) The peptide sequence is FPFKYAAAQ. The MHC is Mamu-A2201 with pseudo-sequence Mamu-A2201. The binding affinity (normalized) is 0.172.